Dataset: Reaction yield outcomes from USPTO patents with 853,638 reactions. Task: Predict the reaction yield, written as a fraction of the theoretical maximum amount of product (1.0 means a 100% yield; for example, 0.34 means a 34% yield). (1) The catalyst is O1CCCC1.[Cl-].[Na+].O. The reactants are [Cl:1][C:2]1[C:3]([CH:14]=[O:15])=[CH:4][NH:5][C:6]=1[C:7]1[C:8]([F:13])=[N:9][CH:10]=[CH:11][CH:12]=1.[H-].[Na+].C1OCCOCCOCCOCCOC1.[N:33]1[CH:38]=[CH:37][CH:36]=[C:35]([S:39](Cl)(=[O:41])=[O:40])[CH:34]=1. The yield is 0.810. The product is [Cl:1][C:2]1[C:3]([CH:14]=[O:15])=[CH:4][N:5]([S:39]([C:35]2[CH:34]=[N:33][CH:38]=[CH:37][CH:36]=2)(=[O:41])=[O:40])[C:6]=1[C:7]1[C:8]([F:13])=[N:9][CH:10]=[CH:11][CH:12]=1. (2) The catalyst is CO.O. The product is [Br:12][C:13]1[CH:14]=[CH:15][C:16]2=[N:19][O:20][C:9]([C:3]3[CH:4]=[CH:5][CH:6]=[CH:7][CH:8]=3)=[C:10]2[CH:18]=1. The yield is 0.736. The reactants are [OH-].[K+].[C:3]1([CH2:9][C:10]#N)[CH:8]=[CH:7][CH:6]=[CH:5][CH:4]=1.[Br:12][C:13]1[CH:18]=C[C:16]([N+:19]([O-])=[O:20])=[CH:15][CH:14]=1.O1CCCC1. (3) The reactants are [CH3:1][O:2][C:3](=[O:20])[C:4](=[N:12][NH:13][C:14]1[CH:19]=[CH:18][CH:17]=[CH:16][CH:15]=1)[C:5](=[O:11])[CH2:6][C:7](OC)=[O:8]. The catalyst is ClC1C=CC=CC=1Cl. The product is [CH3:1][O:2][C:3]([C:4]1[C:5]([OH:11])=[CH:6][C:7](=[O:8])[N:13]([C:14]2[CH:19]=[CH:18][CH:17]=[CH:16][CH:15]=2)[N:12]=1)=[O:20]. The yield is 0.990. (4) The reactants are C(OC(=O)[NH:7][C:8]1[CH:13]=[C:12]([CH:14]([OH:16])[CH3:15])[N:11]=[CH:10][N:9]=1)(C)(C)C.C(O)(C(F)(F)F)=O. The catalyst is C(Cl)Cl. The product is [NH2:7][C:8]1[N:9]=[CH:10][N:11]=[C:12]([CH:14]([OH:16])[CH3:15])[CH:13]=1. The yield is 0.960. (5) The reactants are [Br:1][C:2]1[CH:7]=[C:6]([CH3:8])[C:5]([NH:9][C:10](=[O:21])[C:11]2[CH:16]=[CH:15][C:14](F)=[C:13]([N+:18]([O-:20])=[O:19])[CH:12]=2)=[C:4]([CH3:22])[CH:3]=1.[C-:23]#[N:24].[Na+].O.C(OCC)(=O)C. The catalyst is CN(C)C=O. The product is [Br:1][C:2]1[CH:7]=[C:6]([CH3:8])[C:5]([NH:9][C:10](=[O:21])[C:11]2[CH:16]=[CH:15][C:14]([C:23]#[N:24])=[C:13]([N+:18]([O-:20])=[O:19])[CH:12]=2)=[C:4]([CH3:22])[CH:3]=1. The yield is 0.630.